From a dataset of Full USPTO retrosynthesis dataset with 1.9M reactions from patents (1976-2016). Predict the reactants needed to synthesize the given product. (1) Given the product [CH3:1][O:2][CH2:3][CH2:4][CH2:5][O:6][C:7]1[CH:8]=[C:9]([CH2:10][OH:11])[CH:18]=[CH:19][C:20]=1[CH3:21], predict the reactants needed to synthesize it. The reactants are: [CH3:1][O:2][CH2:3][CH2:4][CH2:5][O:6][C:7]1[CH:8]=[C:9]([CH:18]=[CH:19][C:20]=1[CH3:21])[C:10](OCCCOC)=[O:11].[H-].[Al+3].[Li+].[H-].[H-].[H-].[OH-].[Na+].Cl. (2) Given the product [CH3:26][O:25][C:21](=[O:24])[CH2:22][CH2:23][N:6]1[C:5]2[CH:9]=[C:10]([CH3:14])[CH:11]=[C:12]([CH3:13])[C:4]=2[O:3][CH:2]([CH3:1])[C:7]1=[O:8], predict the reactants needed to synthesize it. The reactants are: [CH3:1][CH:2]1[C:7](=[O:8])[NH:6][C:5]2[CH:9]=[C:10]([CH3:14])[CH:11]=[C:12]([CH3:13])[C:4]=2[O:3]1.C(=O)([O-])[O-].[K+].[K+].[C:21]([O:25][CH3:26])(=[O:24])[CH:22]=[CH2:23].C(O)(=O)CC(CC(O)=O)(C(O)=O)O. (3) Given the product [CH3:17][C:11]1[CH:12]=[C:13]([CH3:16])[CH:14]=[CH:15][C:10]=1[N:9]([C:19]1[CH:24]=[CH:23][CH:22]=[CH:21][CH:20]=1)[C:3]1[CH:4]=[CH:5][C:6]([CH3:8])=[CH:7][C:2]=1[CH3:1], predict the reactants needed to synthesize it. The reactants are: [CH3:1][C:2]1[CH:7]=[C:6]([CH3:8])[CH:5]=[CH:4][C:3]=1[NH:9][C:10]1[CH:15]=[CH:14][C:13]([CH3:16])=[CH:12][C:11]=1[CH3:17].I[C:19]1[CH:24]=[CH:23][CH:22]=[CH:21][CH:20]=1.P(C(C)(C)C)(C(C)(C)C)C(C)(C)C.CC(C)([O-])C.[Na+]. (4) Given the product [Br:1][C:2]1[CH:3]=[N:4][CH:5]=[C:6]([F:11])[C:7]=1[CH:8]1[CH2:9][CH2:10]1, predict the reactants needed to synthesize it. The reactants are: [Br:1][C:2]1[CH:7]([CH:8]2[CH2:10][CH2:9]2)[C:6]([F:11])=[CH:5][N:4](C(OC2C=CC=CC=2)=O)[CH:3]=1.[S]. (5) Given the product [Br:1][C:2]1[N:7]=[C:6]([NH:8][C:10](=[O:11])[O:12][C:13]([CH3:16])([CH3:15])[CH3:14])[CH:5]=[CH:4][C:3]=1[Cl:9], predict the reactants needed to synthesize it. The reactants are: [Br:1][C:2]1[N:7]=[C:6]([NH2:8])[CH:5]=[CH:4][C:3]=1[Cl:9].[C:10](O[C:10]([O:12][C:13]([CH3:16])([CH3:15])[CH3:14])=[O:11])([O:12][C:13]([CH3:16])([CH3:15])[CH3:14])=[O:11].C(N(CC)CC)C. (6) Given the product [Cl:1][C:2]1[N:3]=[C:4]([CH2:9][CH2:10][CH3:11])[NH:5][C:6]=1[CH:7]=[O:8], predict the reactants needed to synthesize it. The reactants are: [Cl:1][C:2]1[N:3]=[C:4]([CH2:9][CH2:10][CH3:11])[NH:5][C:6]=1[CH2:7][OH:8]. (7) Given the product [Cl:1][C:2]1[CH:24]=[CH:23][CH:22]=[CH:21][C:3]=1[CH2:4][N:5]1[C:9]([CH2:10][CH2:11][CH2:12][OH:13])=[CH:8][C:7]([O:17][CH:18]([CH3:20])[CH3:19])=[N:6]1, predict the reactants needed to synthesize it. The reactants are: [Cl:1][C:2]1[CH:24]=[CH:23][CH:22]=[CH:21][C:3]=1[CH2:4][N:5]1[C:9]([CH2:10][CH2:11][C:12](OCC)=[O:13])=[CH:8][C:7]([O:17][CH:18]([CH3:20])[CH3:19])=[N:6]1.[H-].C([Al+]CC(C)C)C(C)C.CO.[C@H](O)(C([O-])=O)[C@@H](O)C([O-])=O.[Na+].[K+].